Task: Predict which catalyst facilitates the given reaction.. Dataset: Catalyst prediction with 721,799 reactions and 888 catalyst types from USPTO Product: [NH2:28][C:24]1([C:21]2[CH:22]=[CH:23][C:18]([C:10]3[C:11]([C:13]4[CH:17]=[CH:16][S:15][CH:14]=4)=[CH:12][C:3]4[N:2]([CH3:1])[C:7](=[O:8])[CH2:6][O:5][C:4]=4[N:9]=3)=[CH:19][CH:20]=2)[CH2:27][CH2:26][CH2:25]1. Reactant: [CH3:1][N:2]1[C:7](=[O:8])[CH2:6][O:5][C:4]2[N:9]=[C:10]([C:18]3[CH:23]=[CH:22][C:21]([C:24]4([NH:28]C(=O)OC(C)(C)C)[CH2:27][CH2:26][CH2:25]4)=[CH:20][CH:19]=3)[C:11]([C:13]3[CH:17]=[CH:16][S:15][CH:14]=3)=[CH:12][C:3]1=2.CO. The catalyst class is: 4.